From a dataset of Full USPTO retrosynthesis dataset with 1.9M reactions from patents (1976-2016). Predict the reactants needed to synthesize the given product. (1) Given the product [CH2:7]([O:14][C:15](=[O:38])[C:16]([O:20][C:21]1[CH:26]=[CH:25][CH:24]=[C:23]([CH2:27][CH2:28][NH:29][CH2:30][CH2:31][CH2:32][CH2:33][CH2:34][CH2:35][CH3:36])[CH:22]=1)([CH3:19])[CH2:17][CH3:18])[C:8]1[CH:13]=[CH:12][CH:11]=[CH:10][CH:9]=1, predict the reactants needed to synthesize it. The reactants are: B.O1CCCC1.[CH2:7]([O:14][C:15](=[O:38])[C:16]([O:20][C:21]1[CH:26]=[CH:25][CH:24]=[C:23]([CH2:27][CH2:28][NH:29][C:30](=O)[CH2:31][CH2:32][CH2:33][CH2:34][CH2:35][CH3:36])[CH:22]=1)([CH3:19])[CH2:17][CH3:18])[C:8]1[CH:13]=[CH:12][CH:11]=[CH:10][CH:9]=1.Cl.[OH-].[Na+]. (2) Given the product [Cl:9][C:10]1[CH:15]=[CH:14][CH:13]=[CH:12][C:11]=1[NH:6][S:5](=[O:8])(=[O:7])[O-:4].[Cl:9][C:10]1[CH:15]=[CH:14][CH:13]=[CH:12][C:11]=1[O:16][S:5](=[O:7])(=[O:4])[NH2:6], predict the reactants needed to synthesize it. The reactants are: C1([O:4][S:5](=[O:8])(=[O:7])[NH2:6])CC1.[Cl:9][C:10]1[CH:15]=[CH:14][CH:13]=[CH:12][C:11]=1[OH:16]. (3) The reactants are: [N+]([O-])(O)=[O:2].[Br:5][C:6]1[CH:11]=[C:10]([CH3:12])[C:9]([Br:13])=[CH:8][C:7]=1[CH3:14].[OH2:15]. Given the product [Br:5][C:6]1[CH:11]=[C:10]([CH3:12])[C:9]([Br:13])=[CH:8][C:7]=1[C:14]([OH:2])=[O:15], predict the reactants needed to synthesize it. (4) Given the product [C@@H:6]1([O:24][C@@H:25]2[C@@H:65]([CH2:66][OH:67])[O:64][C@@H:28]([O:29][N:30]3[CH:34]=[C:33]([CH2:35][O:36][C@H:37]4[CH2:61][CH2:60][C@@:59]5([CH3:62])[CH:39]([CH2:40][CH2:41][C@@H:42]6[C@@H:58]5[CH2:57][CH2:56][C@@:55]5([CH3:63])[C@H:43]6[CH2:44][CH2:45][C@@H:46]5[C@H:47]([CH3:54])[CH2:48][CH2:49][CH2:50][CH:51]([CH3:53])[CH3:52])[CH2:38]4)[N:32]=[N:31]3)[C@H:27]([OH:71])[C@H:26]2[OH:75])[O:7][C@H:8]([CH2:19][OH:20])[C@H:9]([OH:15])[C@H:10]([OH:11])[C@H:5]1[OH:4], predict the reactants needed to synthesize it. The reactants are: C([O:4][C@@H:5]1[C@@H:10]([O:11]C(=O)C)[C@@H:9]([O:15]C(=O)C)[C@@H:8]([CH2:19][O:20]C(=O)C)[O:7][C@H:6]1[O:24][C@@H:25]1[C@@H:65]([CH2:66][O:67]C(=O)C)[O:64][C@H:28]([O:29][N:30]2[CH:34]=[C:33]([CH2:35][O:36][C@H:37]3[CH2:61][CH2:60][C@@:59]4([CH3:62])[CH:39]([CH2:40][CH2:41][C@@H:42]5[C@@H:58]4[CH2:57][CH2:56][C@@:55]4([CH3:63])[C@H:43]5[CH2:44][CH2:45][C@@H:46]4[C@H:47]([CH3:54])[CH2:48][CH2:49][CH2:50][CH:51]([CH3:53])[CH3:52])[CH2:38]3)[N:32]=[N:31]2)[C@H:27]([O:71]C(=O)C)[C@H:26]1[O:75]C(=O)C)(=O)C.C[O-].[Na+].CO. (5) Given the product [O:1]1[C:5]2[CH:6]=[CH:7][CH:8]=[CH:9][C:4]=2[C:3]([C:10]2[CH:11]=[N:12][N:13]3[C:25](=[O:26])[CH:24]=[C:23]([C:20]4[CH:21]=[CH:22][C:17]([Cl:16])=[C:18]([O:31][CH3:32])[CH:19]=4)[NH:15][C:14]=23)=[N:2]1, predict the reactants needed to synthesize it. The reactants are: [O:1]1[C:5]2[CH:6]=[CH:7][CH:8]=[CH:9][C:4]=2[C:3]([C:10]2[CH:11]=[N:12][NH:13][C:14]=2[NH2:15])=[N:2]1.[Cl:16][C:17]1[CH:22]=[CH:21][C:20]([C:23](=O)[CH2:24][C:25](OCC)=[O:26])=[CH:19][C:18]=1[O:31][CH3:32].CC1C=CC(S(O)(=O)=O)=CC=1. (6) Given the product [C:12]([S:14][CH2:2][C:3]1[CH:4]=[C:5]([CH:8]=[CH:9][C:10]=1[Cl:11])[C:6]#[N:7])(=[O:15])[CH3:13], predict the reactants needed to synthesize it. The reactants are: Br[CH2:2][C:3]1[CH:4]=[C:5]([CH:8]=[CH:9][C:10]=1[Cl:11])[C:6]#[N:7].[C:12]([O-:15])(=[S:14])[CH3:13].[K+]. (7) Given the product [CH3:20][O:21][C:2]1[C:11]2[C:6](=[C:7]([CH3:12])[CH:8]=[CH:9][CH:10]=2)[CH:5]=[C:4]([NH:13][C:14]2[CH:18]=[C:17]([CH3:19])[NH:16][N:15]=2)[N:3]=1, predict the reactants needed to synthesize it. The reactants are: Cl[C:2]1[C:11]2[C:6](=[C:7]([CH3:12])[CH:8]=[CH:9][CH:10]=2)[CH:5]=[C:4]([NH:13][C:14]2[CH:18]=[C:17]([CH3:19])[NH:16][N:15]=2)[N:3]=1.[CH3:20][OH:21]. (8) The reactants are: [H-].[Al+3].[Li+].[H-].[H-].[H-].[CH3:7][C:8]1[C:9](=[O:23])[CH:10]([CH3:22])[CH2:11][CH:12]([CH:14]2[CH2:18][CH:17]=[C:16]([CH3:19])[C:15]2([CH3:21])[CH3:20])[CH:13]=1.Cl. Given the product [CH3:7][C:8]1[CH:9]([OH:23])[CH:10]([CH3:22])[CH2:11][CH:12]([CH:14]2[CH2:18][CH:17]=[C:16]([CH3:19])[C:15]2([CH3:21])[CH3:20])[CH:13]=1, predict the reactants needed to synthesize it.